From a dataset of Full USPTO retrosynthesis dataset with 1.9M reactions from patents (1976-2016). Predict the reactants needed to synthesize the given product. Given the product [CH2:15]([NH:14][CH2:13][CH2:12][CH2:11][N:8]1[CH2:7][CH2:6][N:5]([CH2:4][CH2:3][CH2:2][NH:1][CH2:15][C:16]2[CH:21]=[CH:20][CH:19]=[CH:18][CH:17]=2)[CH2:10][CH2:9]1)[C:16]1[CH:21]=[CH:20][CH:19]=[CH:18][CH:17]=1, predict the reactants needed to synthesize it. The reactants are: [NH2:1][CH2:2][CH2:3][CH2:4][N:5]1[CH2:10][CH2:9][N:8]([CH2:11][CH2:12][CH2:13][NH2:14])[CH2:7][CH2:6]1.[CH:15](=O)[C:16]1[CH:21]=[CH:20][CH:19]=[CH:18][CH:17]=1.[BH4-].[Na+].O.